This data is from Reaction yield outcomes from USPTO patents with 853,638 reactions. The task is: Predict the reaction yield, written as a fraction of the theoretical maximum amount of product (1.0 means a 100% yield; for example, 0.34 means a 34% yield). (1) The catalyst is CN(C)C=O. The product is [Cl:1][C:2]1[CH:28]=[CH:27][C:5]2[N:6]([CH:11]3[CH2:12][CH2:13][C:14](=[O:26])[N:15]([CH2:17][C:18]4[CH:19]=[CH:20][C:21]([O:24][CH3:25])=[CH:22][CH:23]=4)[CH2:16]3)[C:7]([CH2:9][N:29]3[C:33]4=[CH:34][N:35]=[CH:36][CH:37]=[C:32]4[C:31]4([CH2:38][CH2:39]4)[C:30]3=[O:40])=[N:8][C:4]=2[CH:3]=1. The yield is 0.553. The reactants are [Cl:1][C:2]1[CH:28]=[CH:27][C:5]2[N:6]([CH:11]3[CH2:16][N:15]([CH2:17][C:18]4[CH:23]=[CH:22][C:21]([O:24][CH3:25])=[CH:20][CH:19]=4)[C:14](=[O:26])[CH2:13][CH2:12]3)[C:7]([CH2:9]Cl)=[N:8][C:4]=2[CH:3]=1.[NH:29]1[C:33]2=[CH:34][N:35]=[CH:36][CH:37]=[C:32]2[C:31]2([CH2:39][CH2:38]2)[C:30]1=[O:40].C(=O)([O-])[O-].[Cs+].[Cs+]. (2) The reactants are [OH:1][C:2]1[CH:7]=[CH:6][C:5]([CH2:8][C:9]([O:11][CH3:12])=[O:10])=[CH:4][CH:3]=1.CC1C=CC(S(O[CH2:24][CH2:25][CH2:26][NH:27][C:28]2[C:29](=[O:45])[N:30]([C:41]([CH3:44])([CH3:43])[CH3:42])[S:31](=[O:40])(=[O:39])[C:32]=2[C:33]2[CH:38]=[CH:37][CH:36]=[CH:35][CH:34]=2)(=O)=O)=CC=1. No catalyst specified. The product is [C:41]([N:30]1[C:29](=[O:45])[C:28]([NH:27][CH2:26][CH2:25][CH2:24][O:1][C:2]2[CH:3]=[CH:4][C:5]([CH2:8][C:9]([O:11][CH3:12])=[O:10])=[CH:6][CH:7]=2)=[C:32]([C:33]2[CH:34]=[CH:35][CH:36]=[CH:37][CH:38]=2)[S:31]1(=[O:39])=[O:40])([CH3:42])([CH3:43])[CH3:44]. The yield is 0.750. (3) The reactants are CN(CCN(C)C)C.[Li]CCCC.[C:14]([O:18][C:19](=[O:28])[NH:20][C:21]1[CH:22]=[N:23][C:24]([Cl:27])=[CH:25][CH:26]=1)([CH3:17])([CH3:16])[CH3:15].[I:29]I. The catalyst is CCOCC. The product is [C:14]([O:18][C:19](=[O:28])[NH:20][C:21]1[CH:22]=[N:23][C:24]([Cl:27])=[CH:25][C:26]=1[I:29])([CH3:17])([CH3:15])[CH3:16]. The yield is 0.300.